Dataset: Forward reaction prediction with 1.9M reactions from USPTO patents (1976-2016). Task: Predict the product of the given reaction. (1) Given the reactants [CH2:1]([C:5]1[NH:6][CH:7]=[CH:8][N:9]=1)[CH2:2][CH2:3][CH3:4].[CH3:10][Si:11]([CH3:18])([CH3:17])[CH2:12][CH2:13]OCCl.CN(C)[CH:21]=[O:22], predict the reaction product. The product is: [CH2:1]([C:5]1[NH:6][CH:7]=[C:8]([CH2:21][O:22][CH:12]([Si:11]([CH3:10])([CH3:17])[CH3:18])[CH3:13])[N:9]=1)[CH2:2][CH2:3][CH3:4]. (2) Given the reactants [Cl-].[Al+3].[Cl-].[Cl-].[C:5](OC)([CH3:8])([CH3:7])[CH3:6].[F:11][C:12]1[CH:13]=[C:14]([OH:18])[CH:15]=[CH:16][CH:17]=1.C(=O)(O)[O-].[Na+], predict the reaction product. The product is: [C:5]([C:17]1[CH:16]=[CH:15][C:14]([OH:18])=[CH:13][C:12]=1[F:11])([CH3:8])([CH3:7])[CH3:6]. (3) Given the reactants Br[C:2]1[CH:7]=[CH:6][C:5]([C:8]2[CH:13]=[CH:12][C:11]([CH2:14][CH2:15][C:16]3([NH:24]C(=O)C)[CH2:21][O:20]C(C)(C)[O:18][CH2:17]3)=[CH:10][CH:9]=2)=[C:4]([F:28])[CH:3]=1.[F:29][C:30]([F:39])([F:38])[C:31]1[CH:36]=[CH:35][C:34]([SH:37])=[CH:33][CH:32]=1.C(N(C(C)C)CC)(C)C.C1(P(C2C=CC=CC=2)C2C3OC4C(=CC=CC=4P(C4C=CC=CC=4)C4C=CC=CC=4)C(C)(C)C=3C=CC=2)C=CC=CC=1, predict the reaction product. The product is: [NH2:24][C:16]([CH2:15][CH2:14][C:11]1[CH:12]=[CH:13][C:8]([C:5]2[CH:6]=[CH:7][C:2]([S:37][C:34]3[CH:33]=[CH:32][C:31]([C:30]([F:29])([F:38])[F:39])=[CH:36][CH:35]=3)=[CH:3][C:4]=2[F:28])=[CH:9][CH:10]=1)([CH2:21][OH:20])[CH2:17][OH:18].